From a dataset of Forward reaction prediction with 1.9M reactions from USPTO patents (1976-2016). Predict the product of the given reaction. (1) The product is: [CH:26]1([NH:29][C:2]2[N:3]=[C:4]3[CH:25]=[CH:24][CH:23]=[N:22][C:5]3=[N:6][C:7]=2[N:8]2[CH2:13][CH2:12][N:11]([CH2:14][C:15]3[CH:20]=[CH:19][CH:18]=[C:17]([CH3:21])[CH:16]=3)[CH2:10][CH2:9]2)[CH2:28][CH2:27]1. Given the reactants Cl[C:2]1[N:3]=[C:4]2[CH:25]=[CH:24][CH:23]=[N:22][C:5]2=[N:6][C:7]=1[N:8]1[CH2:13][CH2:12][N:11]([CH2:14][C:15]2[CH:20]=[CH:19][CH:18]=[C:17]([CH3:21])[CH:16]=2)[CH2:10][CH2:9]1.[CH:26]1([NH2:29])[CH2:28][CH2:27]1.CCN(C(C)C)C(C)C, predict the reaction product. (2) Given the reactants [OH:1][CH:2]([C:6]1[CH:11]=[CH:10][CH:9]=[CH:8][CH:7]=1)[C:3]([OH:5])=[O:4].CC1C=CC(S(O)(=O)=O)=CC=1.[O:23]1[CH:28]=[CH:27][CH2:26][CH2:25][CH2:24]1, predict the reaction product. The product is: [C:6]1([CH:2]([O:1][CH:24]2[CH2:25][CH2:26][CH2:27][CH2:28][O:23]2)[C:3]([OH:5])=[O:4])[CH:11]=[CH:10][CH:9]=[CH:8][CH:7]=1.